From a dataset of NCI-60 drug combinations with 297,098 pairs across 59 cell lines. Regression. Given two drug SMILES strings and cell line genomic features, predict the synergy score measuring deviation from expected non-interaction effect. (1) Drug 1: COC1=C(C=C2C(=C1)N=CN=C2NC3=CC(=C(C=C3)F)Cl)OCCCN4CCOCC4. Drug 2: COCCOC1=C(C=C2C(=C1)C(=NC=N2)NC3=CC=CC(=C3)C#C)OCCOC.Cl. Cell line: OVCAR3. Synergy scores: CSS=29.3, Synergy_ZIP=1.80, Synergy_Bliss=-2.42, Synergy_Loewe=1.91, Synergy_HSA=2.97. (2) Drug 1: CC1C(C(CC(O1)OC2CC(OC(C2O)C)OC3=CC4=CC5=C(C(=O)C(C(C5)C(C(=O)C(C(C)O)O)OC)OC6CC(C(C(O6)C)O)OC7CC(C(C(O7)C)O)OC8CC(C(C(O8)C)O)(C)O)C(=C4C(=C3C)O)O)O)O. Drug 2: CC(C)NC(=O)C1=CC=C(C=C1)CNNC.Cl. Cell line: SN12C. Synergy scores: CSS=61.8, Synergy_ZIP=1.02, Synergy_Bliss=-0.877, Synergy_Loewe=-41.6, Synergy_HSA=-0.960. (3) Drug 2: C1CCC(C(C1)N)N.C(=O)(C(=O)[O-])[O-].[Pt+4]. Synergy scores: CSS=10.1, Synergy_ZIP=0.117, Synergy_Bliss=1.62, Synergy_Loewe=-4.64, Synergy_HSA=-1.09. Drug 1: C1CCN(CC1)CCOC2=CC=C(C=C2)C(=O)C3=C(SC4=C3C=CC(=C4)O)C5=CC=C(C=C5)O. Cell line: NCIH23. (4) Drug 1: C1=NC2=C(N=C(N=C2N1C3C(C(C(O3)CO)O)F)Cl)N. Drug 2: C1=CC=C(C(=C1)C(C2=CC=C(C=C2)Cl)C(Cl)Cl)Cl. Cell line: MOLT-4. Synergy scores: CSS=0.345, Synergy_ZIP=1.39, Synergy_Bliss=2.12, Synergy_Loewe=-8.82, Synergy_HSA=-2.80. (5) Drug 1: CC1CCC2CC(C(=CC=CC=CC(CC(C(=O)C(C(C(=CC(C(=O)CC(OC(=O)C3CCCCN3C(=O)C(=O)C1(O2)O)C(C)CC4CCC(C(C4)OC)O)C)C)O)OC)C)C)C)OC. Drug 2: CCC1(C2=C(COC1=O)C(=O)N3CC4=CC5=C(C=CC(=C5CN(C)C)O)N=C4C3=C2)O.Cl. Cell line: NCIH23. Synergy scores: CSS=35.9, Synergy_ZIP=-5.70, Synergy_Bliss=-1.68, Synergy_Loewe=-1.23, Synergy_HSA=0.101. (6) Drug 1: C1=CC=C(C=C1)NC(=O)CCCCCCC(=O)NO. Drug 2: C1CCC(C(C1)N)N.C(=O)(C(=O)[O-])[O-].[Pt+4]. Cell line: COLO 205. Synergy scores: CSS=41.3, Synergy_ZIP=0.778, Synergy_Bliss=0.744, Synergy_Loewe=5.29, Synergy_HSA=5.58. (7) Drug 2: CN(C)C1=NC(=NC(=N1)N(C)C)N(C)C. Drug 1: C1=C(C(=O)NC(=O)N1)F. Cell line: NCI/ADR-RES. Synergy scores: CSS=23.2, Synergy_ZIP=-9.60, Synergy_Bliss=-9.11, Synergy_Loewe=-18.2, Synergy_HSA=-10.3. (8) Drug 1: CC1=C2C(C(=O)C3(C(CC4C(C3C(C(C2(C)C)(CC1OC(=O)C(C(C5=CC=CC=C5)NC(=O)OC(C)(C)C)O)O)OC(=O)C6=CC=CC=C6)(CO4)OC(=O)C)OC)C)OC. Drug 2: CC1=C2C(C(=O)C3(C(CC4C(C3C(C(C2(C)C)(CC1OC(=O)C(C(C5=CC=CC=C5)NC(=O)OC(C)(C)C)O)O)OC(=O)C6=CC=CC=C6)(CO4)OC(=O)C)O)C)O. Cell line: RPMI-8226. Synergy scores: CSS=85.6, Synergy_ZIP=4.70, Synergy_Bliss=4.46, Synergy_Loewe=1.30, Synergy_HSA=7.27.